From a dataset of NCI-60 drug combinations with 297,098 pairs across 59 cell lines. Regression. Given two drug SMILES strings and cell line genomic features, predict the synergy score measuring deviation from expected non-interaction effect. Drug 1: CC1CCC2CC(C(=CC=CC=CC(CC(C(=O)C(C(C(=CC(C(=O)CC(OC(=O)C3CCCCN3C(=O)C(=O)C1(O2)O)C(C)CC4CCC(C(C4)OC)OCCO)C)C)O)OC)C)C)C)OC. Drug 2: B(C(CC(C)C)NC(=O)C(CC1=CC=CC=C1)NC(=O)C2=NC=CN=C2)(O)O. Cell line: NCI-H322M. Synergy scores: CSS=8.45, Synergy_ZIP=-8.97, Synergy_Bliss=-5.04, Synergy_Loewe=-3.55, Synergy_HSA=-3.06.